Dataset: Catalyst prediction with 721,799 reactions and 888 catalyst types from USPTO. Task: Predict which catalyst facilitates the given reaction. (1) Reactant: [F:1][C:2]1[CH:7]=[CH:6][C:5]([C@H:8]2[CH2:12][O:11][C:10](=[O:13])[N:9]2[C:14]2[CH:19]=[CH:18][N:17]3[N:20]=[CH:21][C:22]([C:23]4[CH:28]=[CH:27][C:26]([C:29]5[CH:33]=[CH:32][N:31](COCC[Si](C)(C)C)[N:30]=5)=[CH:25][CH:24]=4)=[C:16]3[N:15]=2)=[CH:4][CH:3]=1.C(O)(C(F)(F)F)=O. Product: [NH:31]1[CH:32]=[CH:33][C:29]([C:26]2[CH:25]=[CH:24][C:23]([C:22]3[CH:21]=[N:20][N:17]4[CH:18]=[CH:19][C:14]([N:9]5[C@@H:8]([C:5]6[CH:6]=[CH:7][C:2]([F:1])=[CH:3][CH:4]=6)[CH2:12][O:11][C:10]5=[O:13])=[N:15][C:16]=34)=[CH:28][CH:27]=2)=[N:30]1. The catalyst class is: 2. (2) Reactant: [NH2:1][CH2:2][C:3]1[CH:4]=[C:5]([NH:23]C(=O)OC)[CH:6]=[N:7][C:8]=1[S:9](=[O:22])(=[O:21])[NH:10][C:11]1[CH:12]=[CH:13][C:14]2[CH2:18][O:17][B:16]([OH:19])[C:15]=2[CH:20]=1.[OH-].[K+].Cl. Product: [NH2:23][C:5]1[CH:4]=[C:3]([CH2:2][NH2:1])[C:8]([S:9]([NH:10][C:11]2[CH:12]=[CH:13][C:14]3[CH2:18][O:17][B:16]([OH:19])[C:15]=3[CH:20]=2)(=[O:21])=[O:22])=[N:7][CH:6]=1. The catalyst class is: 40. (3) Reactant: C([O:4][CH2:5][C:6]1[C:11]([NH:12][C:13]([O:15][C:16]([CH3:19])([CH3:18])[CH3:17])=[O:14])=[CH:10][CH:9]=[C:8]([Cl:20])[N:7]=1)(=O)C.[OH-].[Na+]. Product: [Cl:20][C:8]1[N:7]=[C:6]([CH2:5][OH:4])[C:11]([NH:12][C:13](=[O:14])[O:15][C:16]([CH3:18])([CH3:17])[CH3:19])=[CH:10][CH:9]=1. The catalyst class is: 38. (4) Product: [CH3:1][O:2][C:3](=[O:15])[C:4]1[CH:9]=[CH:8][C:7]([O:10][CH:11]([F:12])[F:13])=[C:6]([O:14][CH2:28][CH:25]2[CH2:27][CH2:26]2)[CH:5]=1. The catalyst class is: 18. Reactant: [CH3:1][O:2][C:3](=[O:15])[C:4]1[CH:9]=[CH:8][C:7]([O:10][CH:11]([F:13])[F:12])=[C:6]([OH:14])[CH:5]=1.C([O-])([O-])=O.[K+].[K+].[Na+].[I-].Br[C:25]1([CH3:28])[CH2:27][CH2:26]1. (5) Product: [CH:3]([O:5][C:6]1[CH:11]=[CH:10][C:9]([C:12]2[C:16]([CH:17]=[O:18])=[CH:15][N:14]([CH3:19])[N:13]=2)=[CH:8][CH:7]=1)([CH3:2])[CH3:4]. Reactant: Cl.[CH3:2][CH:3]([O:5][C:6]1[CH:11]=[CH:10][C:9]([C:12]2[C:16]([CH:17]=[O:18])=[CH:15][NH:14][N:13]=2)=[CH:8][CH:7]=1)[CH3:4].[C:19]([O-])([O-])=O.[K+].[K+].CI.O. The catalyst class is: 10. (6) Product: [F:1][C:2]1[CH:3]=[C:4]([CH:29]=[CH:30][C:31]=1[F:32])[C:5]([N:7]=[C:8]([NH:23][C@@H:24]([CH3:28])[CH2:25][O:26][CH3:27])[NH:9][C:10]1[C:18]2[C:13](=[CH:14][C:15]([C:19]([F:20])([F:21])[F:22])=[CH:16][CH:17]=2)[N:12]([C:43]([O:45][CH2:46][CH3:47])=[O:44])[N:11]=1)=[O:6]. Reactant: [F:1][C:2]1[CH:3]=[C:4]([CH:29]=[CH:30][C:31]=1[F:32])[C:5]([N:7]=[C:8]([NH:23][C@@H:24]([CH3:28])[CH2:25][O:26][CH3:27])[NH:9][C:10]1[C:18]2[C:13](=[CH:14][C:15]([C:19]([F:22])([F:21])[F:20])=[CH:16][CH:17]=2)[NH:12][N:11]=1)=[O:6].CCN(C(C)C)C(C)C.Cl[C:43]([O:45][CH2:46][CH3:47])=[O:44]. The catalyst class is: 1. (7) Reactant: [N:1]1([C:7]([C:9]2[CH:10]=[CH:11][C:12]([O:15][C:16]3[CH:23]=[CH:22][C:19]([CH:20]=O)=[CH:18][CH:17]=3)=[N:13][CH:14]=2)=[O:8])[CH2:6][CH2:5][CH2:4][CH2:3][CH2:2]1.COC(OC)OC.[CH2:31]([NH2:39])[CH2:32][C:33]1[CH:38]=[CH:37][CH:36]=[CH:35][CH:34]=1.[BH4-].[Na+]. Product: [NH3:1].[CH3:7][OH:8].[CH2:31]([NH:39][CH2:20][C:19]1[CH:22]=[CH:23][C:16]([O:15][C:12]2[N:13]=[CH:14][C:9]([C:7]([N:1]3[CH2:6][CH2:5][CH2:4][CH2:3][CH2:2]3)=[O:8])=[CH:10][CH:11]=2)=[CH:17][CH:18]=1)[CH2:32][C:33]1[CH:38]=[CH:37][CH:36]=[CH:35][CH:34]=1. The catalyst class is: 5. (8) Reactant: [CH2:1]([S:3]([C:6]1[CH:11]=[CH:10][C:9](B2OC(C)(C)C(C)(C)O2)=[C:8]([O:21][CH3:22])[CH:7]=1)(=[O:5])=[O:4])[CH3:2].Br[C:24]1[CH:31]=[C:30]([Cl:32])[CH:29]=[CH:28][C:25]=1[C:26]#[N:27].C(=O)([O-])[O-].[Na+].[Na+]. Product: [Cl:32][C:30]1[CH:31]=[C:24]([C:9]2[CH:10]=[CH:11][C:6]([S:3]([CH2:1][CH3:2])(=[O:4])=[O:5])=[CH:7][C:8]=2[O:21][CH3:22])[C:25]([C:26]#[N:27])=[CH:28][CH:29]=1. The catalyst class is: 70. (9) Reactant: [Cl:1][C:2]1[CH:7]=[CH:6][C:5]([NH:8]C(=O)OC(C)(C)C)=[C:4]([CH:16]([C:18]2[C:26]3[O:25][CH2:24][CH2:23][C:22]=3[CH:21]=[CH:20][CH:19]=2)[OH:17])[CH:3]=1.Cl.O1CCOCC1.C(=O)([O-])O.[Na+]. Product: [NH2:8][C:5]1[CH:6]=[CH:7][C:2]([Cl:1])=[CH:3][C:4]=1[CH:16]([C:18]1[C:26]2[O:25][CH2:24][CH2:23][C:22]=2[CH:21]=[CH:20][CH:19]=1)[OH:17]. The catalyst class is: 4. (10) Product: [C:9]([O:13][C:14]([N:16]1[CH2:21][CH2:20][CH:19]([NH:22][C:5]2[N:4]=[CH:3][C:2]([Br:1])=[CH:7][N:6]=2)[CH2:18][CH2:17]1)=[O:15])([CH3:12])([CH3:10])[CH3:11]. Reactant: [Br:1][C:2]1[CH:3]=[N:4][C:5](Cl)=[N:6][CH:7]=1.[C:9]([O:13][C:14]([N:16]1[CH2:21][CH2:20][CH:19]([NH2:22])[CH2:18][CH2:17]1)=[O:15])([CH3:12])([CH3:11])[CH3:10].C(N(C(C)C)C(C)C)C. The catalyst class is: 10.